This data is from NCI-60 drug combinations with 297,098 pairs across 59 cell lines. The task is: Regression. Given two drug SMILES strings and cell line genomic features, predict the synergy score measuring deviation from expected non-interaction effect. (1) Drug 1: COC1=NC(=NC2=C1N=CN2C3C(C(C(O3)CO)O)O)N. Drug 2: B(C(CC(C)C)NC(=O)C(CC1=CC=CC=C1)NC(=O)C2=NC=CN=C2)(O)O. Cell line: HT29. Synergy scores: CSS=6.20, Synergy_ZIP=1.90, Synergy_Bliss=2.27, Synergy_Loewe=-65.2, Synergy_HSA=-1.37. (2) Drug 1: CN(C(=O)NC(C=O)C(C(C(CO)O)O)O)N=O. Drug 2: CC(C)CN1C=NC2=C1C3=CC=CC=C3N=C2N. Cell line: ACHN. Synergy scores: CSS=0.567, Synergy_ZIP=0.574, Synergy_Bliss=1.45, Synergy_Loewe=1.47, Synergy_HSA=-0.529. (3) Drug 1: C1=CN(C=N1)CC(O)(P(=O)(O)O)P(=O)(O)O. Drug 2: CC1CCCC2(C(O2)CC(NC(=O)CC(C(C(=O)C(C1O)C)(C)C)O)C(=CC3=CSC(=N3)C)C)C. Cell line: HT29. Synergy scores: CSS=43.7, Synergy_ZIP=2.99, Synergy_Bliss=1.62, Synergy_Loewe=-27.3, Synergy_HSA=1.28. (4) Drug 1: CCC1(CC2CC(C3=C(CCN(C2)C1)C4=CC=CC=C4N3)(C5=C(C=C6C(=C5)C78CCN9C7C(C=CC9)(C(C(C8N6C=O)(C(=O)OC)O)OC(=O)C)CC)OC)C(=O)OC)O.OS(=O)(=O)O. Drug 2: CC(C)CN1C=NC2=C1C3=CC=CC=C3N=C2N. Cell line: SN12C. Synergy scores: CSS=0.600, Synergy_ZIP=-1.38, Synergy_Bliss=-3.66, Synergy_Loewe=-3.83, Synergy_HSA=-2.98. (5) Drug 1: C(=O)(N)NO. Drug 2: CC1C(C(CC(O1)OC2CC(CC3=C2C(=C4C(=C3O)C(=O)C5=CC=CC=C5C4=O)O)(C(=O)C)O)N)O. Cell line: RPMI-8226. Synergy scores: CSS=32.3, Synergy_ZIP=-6.14, Synergy_Bliss=-6.37, Synergy_Loewe=-20.8, Synergy_HSA=-7.79.